This data is from Forward reaction prediction with 1.9M reactions from USPTO patents (1976-2016). The task is: Predict the product of the given reaction. (1) Given the reactants C[O:2][C:3](=O)[C:4]1[CH:9]=[CH:8][C:7]([N:10]2[CH:14]=[C:13]([C:15]3[C:16]([C:24]4[CH:29]=[CH:28][CH:27]=[CH:26][CH:25]=4)=[N:17][O:18][C:19]=3[C:20]([F:23])([F:22])[F:21])[N:12]=[CH:11]2)=[CH:6][CH:5]=1.[CH:31]1([NH2:34])[CH2:33][CH2:32]1, predict the reaction product. The product is: [CH:31]1([NH:34][C:3](=[O:2])[C:4]2[CH:5]=[CH:6][C:7]([N:10]3[CH:14]=[C:13]([C:15]4[C:16]([C:24]5[CH:25]=[CH:26][CH:27]=[CH:28][CH:29]=5)=[N:17][O:18][C:19]=4[C:20]([F:21])([F:23])[F:22])[N:12]=[CH:11]3)=[CH:8][CH:9]=2)[CH2:33][CH2:32]1. (2) Given the reactants [C:1]([C:4]1[CH:14]=[CH:13][C:12]([Br:15])=[CH:11][C:5]=1[O:6][CH2:7]C(O)=O)(=O)[CH3:2].C([O-])(=O)C.[Na+], predict the reaction product. The product is: [Br:15][C:12]1[CH:13]=[CH:14][C:4]2[C:1]([CH3:2])=[CH:7][O:6][C:5]=2[CH:11]=1. (3) Given the reactants [F:1][C:2]([F:30])([F:29])[C:3]1[N:8]=[CH:7][C:6]([NH:9][C:10]2[N:15]=[CH:14][C:13]([C:16]3[CH:21]=[CH:20][C:19]([C:22]4([OH:28])[CH2:27][CH2:26][NH:25][CH2:24][CH2:23]4)=[CH:18][CH:17]=3)=[CH:12][CH:11]=2)=[CH:5][CH:4]=1.C([O-])([O-])=O.[K+].[K+].[CH2:37]([O:39][C:40](=[O:43])[CH2:41]Br)[CH3:38], predict the reaction product. The product is: [CH2:37]([O:39][C:40](=[O:43])[CH2:41][N:25]1[CH2:24][CH2:23][C:22]([OH:28])([C:19]2[CH:18]=[CH:17][C:16]([C:13]3[CH:14]=[N:15][C:10]([NH:9][C:6]4[CH:7]=[N:8][C:3]([C:2]([F:1])([F:29])[F:30])=[CH:4][CH:5]=4)=[CH:11][CH:12]=3)=[CH:21][CH:20]=2)[CH2:27][CH2:26]1)[CH3:38]. (4) Given the reactants [F:1][C:2]([F:35])([F:34])[C:3]([C:9]1[CH:14]=[CH:13][C:12]([CH2:15][N:16]2[CH2:21][CH2:20][CH:19]([N:22]([C:24]3[CH:29]=[CH:28][C:27]([N+:30]([O-])=O)=[CH:26][C:25]=3[F:33])[CH3:23])[CH2:18][CH2:17]2)=[CH:11][CH:10]=1)([OH:8])[C:4]([F:7])([F:6])[F:5], predict the reaction product. The product is: [NH2:30][C:27]1[CH:28]=[CH:29][C:24]([N:22]([CH3:23])[CH:19]2[CH2:20][CH2:21][N:16]([CH2:15][C:12]3[CH:11]=[CH:10][C:9]([C:3]([OH:8])([C:2]([F:35])([F:1])[F:34])[C:4]([F:5])([F:6])[F:7])=[CH:14][CH:13]=3)[CH2:17][CH2:18]2)=[C:25]([F:33])[CH:26]=1.